From a dataset of NCI-60 drug combinations with 297,098 pairs across 59 cell lines. Regression. Given two drug SMILES strings and cell line genomic features, predict the synergy score measuring deviation from expected non-interaction effect. (1) Drug 1: C1=CC(=CC=C1C#N)C(C2=CC=C(C=C2)C#N)N3C=NC=N3. Drug 2: CC12CCC3C(C1CCC2O)C(CC4=C3C=CC(=C4)O)CCCCCCCCCS(=O)CCCC(C(F)(F)F)(F)F. Cell line: SNB-19. Synergy scores: CSS=-1.31, Synergy_ZIP=1.17, Synergy_Bliss=-0.457, Synergy_Loewe=-2.02, Synergy_HSA=-2.09. (2) Drug 1: CCC1(C2=C(COC1=O)C(=O)N3CC4=CC5=C(C=CC(=C5CN(C)C)O)N=C4C3=C2)O.Cl. Drug 2: CC1C(C(CC(O1)OC2CC(CC3=C2C(=C4C(=C3O)C(=O)C5=CC=CC=C5C4=O)O)(C(=O)C)O)N)O. Cell line: SK-MEL-28. Synergy scores: CSS=46.1, Synergy_ZIP=-7.11, Synergy_Bliss=-9.34, Synergy_Loewe=-7.36, Synergy_HSA=-6.48. (3) Drug 1: CN(C)N=NC1=C(NC=N1)C(=O)N. Cell line: MOLT-4. Synergy scores: CSS=40.9, Synergy_ZIP=31.3, Synergy_Bliss=33.0, Synergy_Loewe=34.5, Synergy_HSA=34.7. Drug 2: CC1C(C(=O)NC(C(=O)N2CCCC2C(=O)N(CC(=O)N(C(C(=O)O1)C(C)C)C)C)C(C)C)NC(=O)C3=C4C(=C(C=C3)C)OC5=C(C(=O)C(=C(C5=N4)C(=O)NC6C(OC(=O)C(N(C(=O)CN(C(=O)C7CCCN7C(=O)C(NC6=O)C(C)C)C)C)C(C)C)C)N)C.